From a dataset of Full USPTO retrosynthesis dataset with 1.9M reactions from patents (1976-2016). Predict the reactants needed to synthesize the given product. (1) Given the product [ClH:1].[Cl:46][CH2:40][C:37]1[CH:36]=[CH:35][C:34]([C:28]2[CH:29]=[CH:30][C:31]([O:32][CH3:33])=[C:26]([CH2:25][N:9]([CH:10]3[CH2:11][CH2:12][CH:13]([NH:16][CH3:17])[CH2:14][CH2:15]3)[C:7]([C:6]3[S:5][C:4]4[CH:42]=[CH:43][CH:44]=[CH:45][C:3]=4[C:2]=3[Cl:1])=[O:8])[CH:27]=2)=[CH:39][CH:38]=1, predict the reactants needed to synthesize it. The reactants are: [Cl:1][C:2]1[C:3]2[CH:45]=[CH:44][CH:43]=[CH:42][C:4]=2[S:5][C:6]=1[C:7]([N:9]([CH2:25][C:26]1[CH:27]=[C:28]([C:34]2[CH:39]=[CH:38][C:37]([CH2:40]O)=[CH:36][CH:35]=2)[CH:29]=[CH:30][C:31]=1[O:32][CH3:33])[CH:10]1[CH2:15][CH2:14][CH:13]([N:16](C)[C:17](=O)OC(C)(C)C)[CH2:12][CH2:11]1)=[O:8].[ClH:46]. (2) Given the product [C:1]([C:3]1[CH:8]=[CH:7][C:6]([C@H:9]([C:14]2[CH:19]=[CH:18][C:17]([F:20])=[C:16]([F:21])[CH:15]=2)[CH2:10][C:11]([NH:22][C:23]2[CH:24]=[N:25][CH:26]=[C:27]([F:54])[C:28]=2[CH2:29][CH2:30][C@H:31]2[O:36][CH2:35][C@@H:34]([CH2:37][O:38][C:39](=[O:40])[NH:41][CH2:42][C:43]([F:46])([F:44])[F:45])[N:33]([C:47]([O:49][C:50]([CH3:51])([CH3:53])[CH3:52])=[O:48])[CH2:32]2)=[O:12])=[CH:5][CH:4]=1)#[N:2], predict the reactants needed to synthesize it. The reactants are: [C:1]([C:3]1[CH:8]=[CH:7][C:6]([C@H:9]([C:14]2[CH:19]=[CH:18][C:17]([F:20])=[C:16]([F:21])[CH:15]=2)[CH2:10][C:11](O)=[O:12])=[CH:5][CH:4]=1)#[N:2].[NH2:22][C:23]1[CH:24]=[N:25][CH:26]=[C:27]([F:54])[C:28]=1[CH2:29][CH2:30][C@H:31]1[O:36][CH2:35][C@H:34]([CH2:37][O:38][C:39]([NH:41][CH2:42][C:43]([F:46])([F:45])[F:44])=[O:40])[N:33]([C:47]([O:49][C:50]([CH3:53])([CH3:52])[CH3:51])=[O:48])[CH2:32]1.O=P(Cl)(Cl)Cl. (3) The reactants are: [C:1](Cl)(Cl)=[O:2].[NH2:5][C:6]1[CH:11]=[CH:10][C:9]([CH2:12][C@H:13]([NH:36][C:37](=[O:49])[C@@H:38]([N:40]([CH3:48])C(=O)OC(C)(C)C)[CH3:39])[C:14]([N:16]2[C@H:20]([C:21](=[O:33])[NH:22][C@H:23]3[C:32]4[C:27](=[CH:28][CH:29]=[CH:30][CH:31]=4)[CH2:26][CH2:25][CH2:24]3)[CH2:19][Si:18]([CH3:35])([CH3:34])[CH2:17]2)=[O:15])=[CH:8][CH:7]=1.C[CH2:51][N:52](C(C)C)C(C)C.[NH2:59][C@@H:60]1[CH2:64][N:63]([C:65](=[O:85])[C@@H:66]([NH:71][C:72](=[O:84])[C@@H:73](N(C)C(=O)OC(C)(C)C)[CH3:74])[C:67]([CH3:70])([CH3:69])[CH3:68])[C@H:62]([C:86](=[O:98])[NH:87][C@H:88]2[C:97]3[C:92](=[CH:93][CH:94]=[CH:95][CH:96]=3)[CH2:91][CH2:90][CH2:89]2)[CH2:61]1. Given the product [CH3:69][C:67]([CH3:68])([CH3:70])[C@H:66]([NH:71][C:72](=[O:84])[C@@H:73]([NH:52][CH3:51])[CH3:74])[C:65]([N:63]1[C@H:62]([C:86](=[O:98])[NH:87][C@H:88]2[C:97]3[C:92](=[CH:93][CH:94]=[CH:95][CH:96]=3)[CH2:91][CH2:90][CH2:89]2)[CH2:61][C@H:60]([NH:59][C:1](=[O:2])[NH:5][C:6]2[CH:7]=[CH:8][C:9]([CH2:12][C@H:13]([NH:36][C:37](=[O:49])[C@@H:38]([NH:40][CH3:48])[CH3:39])[C:14]([N:16]3[C@H:20]([C:21]([NH:22][C@H:23]4[C:32]5[C:27](=[CH:28][CH:29]=[CH:30][CH:31]=5)[CH2:26][CH2:25][CH2:24]4)=[O:33])[CH2:19][Si:18]([CH3:35])([CH3:34])[CH2:17]3)=[O:15])=[CH:10][CH:11]=2)[CH2:64]1)=[O:85], predict the reactants needed to synthesize it. (4) The reactants are: CN([CH:4]=[CH:5][C:6]([C:8]1[CH:13]=[CH:12][C:11]([O:14][CH3:15])=[C:10]([O:16][CH3:17])[CH:9]=1)=[O:7])C.[C:18]1(=[O:25])[CH:23]=[CH:22][C:21](=[O:24])[CH:20]=[CH:19]1. Given the product [CH3:17][O:16][C:10]1[CH:9]=[C:8]([C:6]([C:5]2[C:20]3[CH:19]=[C:18]([OH:25])[CH:23]=[CH:22][C:21]=3[O:24][CH:4]=2)=[O:7])[CH:13]=[CH:12][C:11]=1[O:14][CH3:15], predict the reactants needed to synthesize it.